The task is: Predict the reactants needed to synthesize the given product.. This data is from Full USPTO retrosynthesis dataset with 1.9M reactions from patents (1976-2016). (1) The reactants are: I[C:2]1[C:10]2[C:5](=[N:6][CH:7]=[N:8][C:9]=2[NH2:11])[NH:4][N:3]=1.[F:12][C:13]1[CH:18]=[CH:17][C:16](B(O)O)=[CH:15][C:14]=1[O:22][CH3:23].C(=O)([O-])[O-].[Na+].[Na+].ClCCl. Given the product [F:12][C:13]1[CH:18]=[CH:17][C:16]([C:2]2[C:10]3[C:5](=[N:6][CH:7]=[N:8][C:9]=3[NH2:11])[NH:4][N:3]=2)=[CH:15][C:14]=1[O:22][CH3:23], predict the reactants needed to synthesize it. (2) Given the product [Cl:1][C:2]1[CH:3]=[CH:4][C:5]([CH2:6][N:7]2[C:15]3[C:14](=[O:16])[N:13]([CH2:17][C:18]([OH:20])=[O:19])[C:12](=[O:25])[N:11]([CH3:26])[C:10]=3[N:9]=[C:8]2[O:27][C:28]2[CH:33]=[CH:32][CH:31]=[C:30]([O:34][C:35]([F:38])([F:36])[F:37])[CH:29]=2)=[CH:39][CH:40]=1, predict the reactants needed to synthesize it. The reactants are: [Cl:1][C:2]1[CH:40]=[CH:39][C:5]([CH2:6][N:7]2[C:15]3[C:14](=[O:16])[N:13]([CH2:17][C:18]([O:20]C(C)(C)C)=[O:19])[C:12](=[O:25])[N:11]([CH3:26])[C:10]=3[N:9]=[C:8]2[O:27][C:28]2[CH:33]=[CH:32][CH:31]=[C:30]([O:34][C:35]([F:38])([F:37])[F:36])[CH:29]=2)=[CH:4][CH:3]=1.FC(F)(F)C(O)=O. (3) Given the product [F:34][C:31]1[CH:32]=[CH:33][C:28]([CH2:27][C:26]2[O:23][C:22]([C:10]3[N:11]=[C:12]4[N:17]([C:18](=[O:19])[C:9]=3[OH:8])[CH2:16][CH2:15][O:14][C:13]4([CH3:21])[CH3:20])=[N:24][CH:25]=2)=[CH:29][CH:30]=1, predict the reactants needed to synthesize it. The reactants are: C([O:8][C:9]1[C:18](=[O:19])[N:17]2[C:12]([C:13]([CH3:21])([CH3:20])[O:14][CH2:15][CH2:16]2)=[N:11][C:10]=1[C:22]([NH:24][CH2:25][C:26](=O)[CH2:27][C:28]1[CH:33]=[CH:32][C:31]([F:34])=[CH:30][CH:29]=1)=[O:23])C1C=CC=CC=1.O=P(Cl)(Cl)Cl. (4) Given the product [Cl:7][C:8]1[N:13]=[C:12]([C:14]2[CH:19]=[N:18][CH:17]=[CH:16][N:15]=2)[N:11]=[C:10]([NH:20][C@@H:21]([CH3:26])[C:22]([F:23])([F:24])[F:25])[C:9]=1[C:27]1[C:32]([F:33])=[CH:31][C:30]([O:6][CH2:5][CH2:4][CH2:3][NH:2][CH3:1])=[CH:29][C:28]=1[F:35], predict the reactants needed to synthesize it. The reactants are: [CH3:1][NH:2][CH2:3][CH2:4][CH2:5][OH:6].[Cl:7][C:8]1[N:13]=[C:12]([C:14]2[CH:19]=[N:18][CH:17]=[CH:16][N:15]=2)[N:11]=[C:10]([NH:20][C@@H:21]([CH3:26])[C:22]([F:25])([F:24])[F:23])[C:9]=1[C:27]1[C:32]([F:33])=[CH:31][C:30](F)=[CH:29][C:28]=1[F:35]. (5) Given the product [CH2:3]([CH:10]1[C:15]2[N:16]=[CH:17][NH:18][C:14]=2[CH2:13][CH2:12][N:11]1[C:26]([O:28][CH2:29][C:30]([Cl:33])([Cl:32])[Cl:31])=[O:27])[C:4]1[CH:5]=[CH:6][CH:7]=[CH:8][CH:9]=1, predict the reactants needed to synthesize it. The reactants are: Cl.Cl.[CH2:3]([CH:10]1[C:15]2[N:16]=[CH:17][NH:18][C:14]=2[CH2:13][CH2:12][NH:11]1)[C:4]1[CH:9]=[CH:8][CH:7]=[CH:6][CH:5]=1.C([O-])([O-])=O.[K+].[K+].Cl[C:26]([O:28][CH2:29][C:30]([Cl:33])([Cl:32])[Cl:31])=[O:27].[OH-].[Na+].Cl. (6) Given the product [CH3:1][C:2]1[C:15]2[N:14]([CH2:16][CH2:17][CH2:18][CH2:23][C:24]#[N:25])[C:13]3[C:8](=[CH:9][CH:10]=[CH:11][CH:12]=3)[S:7](=[O:20])[C:6]=2[CH:5]=[CH:4][C:3]=1[CH3:21], predict the reactants needed to synthesize it. The reactants are: [CH3:1][C:2]1[C:15]2[N:14]([CH2:16][CH2:17][CH2:18]N)[C:13]3[C:8](=[CH:9][CH:10]=[CH:11][CH:12]=3)[S:7](=[O:20])[C:6]=2[CH:5]=[CH:4][C:3]=1[CH3:21].Br[CH2:23][C:24]#[N:25].C(=O)([O-])[O-].[K+].[K+].O.